Dataset: Forward reaction prediction with 1.9M reactions from USPTO patents (1976-2016). Task: Predict the product of the given reaction. Given the reactants Br[C:2]1[CH:3]=[C:4]([CH:9]=[CH:10][C:11]=1[C:12]([CH3:15])([CH3:14])[CH3:13])[C:5]([O:7][CH3:8])=[O:6].[C:16]([Cu])#[N:17], predict the reaction product. The product is: [C:12]([C:11]1[CH:10]=[CH:9][C:4]([C:5]([O:7][CH3:8])=[O:6])=[CH:3][C:2]=1[C:16]#[N:17])([CH3:15])([CH3:14])[CH3:13].